From a dataset of Reaction yield outcomes from USPTO patents with 853,638 reactions. Predict the reaction yield, written as a fraction of the theoretical maximum amount of product (1.0 means a 100% yield; for example, 0.34 means a 34% yield). The reactants are [CH:1](=O)[C:2]1[CH:7]=[CH:6][CH:5]=[C:4]([O:8][CH3:9])[CH:3]=1.[CH3:11][NH2:12].[BH4-].[Na+]. The catalyst is CO. The product is [CH3:9][O:8][C:4]1[CH:3]=[C:2]([CH2:1][NH:12][CH3:11])[CH:7]=[CH:6][CH:5]=1. The yield is 0.700.